Dataset: Reaction yield outcomes from USPTO patents with 853,638 reactions. Task: Predict the reaction yield, written as a fraction of the theoretical maximum amount of product (1.0 means a 100% yield; for example, 0.34 means a 34% yield). (1) The reactants are C[O:2][C:3]([CH:5]1[CH2:8][N:7]([CH2:9][C:10]2[CH:15]=[CH:14][C:13]([C:16]3[CH:21]=[CH:20][C:19]([C:22](=[O:36])[CH:23]=[C:24]([C:26]4[CH:31]=[CH:30][CH:29]=[C:28]([C:32]([F:35])([F:34])[F:33])[CH:27]=4)[CH3:25])=[CH:18][CH:17]=3)=[CH:12][CH:11]=2)[CH2:6]1)=[O:4].COC(C1CN(CC2C=CC(OCC3C4C=C(Cl)C=CC=4OC=3)=CC=2)C1)=O. No catalyst specified. The product is [F:35][C:32]([F:33])([F:34])[C:28]1[CH:27]=[C:26]([C:24]([CH3:25])=[CH:23][C:22]([C:19]2[CH:18]=[CH:17][C:16]([C:13]3[CH:14]=[CH:15][C:10]([CH2:9][N:7]4[CH2:8][CH:5]([C:3]([OH:4])=[O:2])[CH2:6]4)=[CH:11][CH:12]=3)=[CH:21][CH:20]=2)=[O:36])[CH:31]=[CH:30][CH:29]=1. The yield is 0.620. (2) The reactants are [C:1]([O:5][C:6](=[O:13])[NH:7][C@@H:8]1[CH2:12][CH2:11][NH:10][CH2:9]1)([CH3:4])([CH3:3])[CH3:2].[CH2:14]([O:16][C:17](=[O:30])[C:18]1[CH:23]=[CH:22][C:21]([CH2:24]Br)=[C:20]([C:26]([F:29])([F:28])[F:27])[CH:19]=1)[CH3:15]. The catalyst is C(Cl)Cl.C(OCC)(=O)C. The product is [CH2:14]([O:16][C:17](=[O:30])[C:18]1[CH:23]=[CH:22][C:21]([CH2:24][N:10]2[CH2:11][CH2:12][C@@H:8]([NH:7][C:6]([O:5][C:1]([CH3:4])([CH3:2])[CH3:3])=[O:13])[CH2:9]2)=[C:20]([C:26]([F:28])([F:29])[F:27])[CH:19]=1)[CH3:15]. The yield is 0.980. (3) The reactants are [CH3:1][C:2](C)([O-])C.[K+].[CH3:7][CH:8]([C:12]([CH3:14])=[O:13])[C:9]([O-:11])=[O:10].Cl[C:16]1[C:21]([C:22]#[N:23])=[C:20]([NH:24][CH3:25])[C:19]([N+:26]([O-:28])=[O:27])=[CH:18][CH:17]=1.[NH4+].[Cl-]. The catalyst is CO.CS(C)=O. The product is [CH2:1]([O:10][C:9](=[O:11])[C:8]([C:16]1[CH:17]=[CH:18][C:19]([N+:26]([O-:28])=[O:27])=[C:20]([NH:24][CH3:25])[C:21]=1[C:22]#[N:23])([CH3:7])[C:12](=[O:13])[CH3:14])[CH3:2]. The yield is 0.406. (4) The reactants are [N:1]1[CH:6]=[CH:5][CH:4]=[C:3]([CH2:7][CH2:8][O:9][C:10]2[CH:11]=[C:12]3[C:17](=[CH:18][CH:19]=2)[CH:16]=[C:15]([C:20]2[C:28]4[C:23](=[CH:24][CH:25]=[C:26]([C:29]#[N:30])[CH:27]=4)[N:22](C4CCCCO4)[N:21]=2)[CH:14]=[CH:13]3)[CH:2]=1.[CH2:37]([OH:39])[CH3:38]. No catalyst specified. The product is [CH2:37]([O:39][C:29]([C:26]1[CH:27]=[C:28]2[C:23](=[CH:24][CH:25]=1)[NH:22][N:21]=[C:20]2[C:15]1[CH:14]=[CH:13][C:12]2[C:17](=[CH:18][CH:19]=[C:10]([O:9][CH2:8][CH2:7][C:3]3[CH:2]=[N:1][CH:6]=[CH:5][CH:4]=3)[CH:11]=2)[CH:16]=1)=[NH:30])[CH3:38]. The yield is 1.00. (5) The reactants are Br[C:2]1[O:6][C:5]([C:7]([O:9][CH3:10])=[O:8])=[CH:4][CH:3]=1.C(=O)([O-])[O-].[K+].[K+].O1CCO[CH2:19][CH2:18]1. The catalyst is O.CC(C)([P](C(C)(C)C)([Pd][P](C(C)(C)C)(C(C)(C)C)C(C)(C)C)C(C)(C)C)C. The product is [CH:18]([C:2]1[O:6][C:5]([C:7]([O:9][CH3:10])=[O:8])=[CH:4][CH:3]=1)=[CH2:19]. The yield is 0.580. (6) The reactants are [CH:1]12[O:7][C:6]1([C:8]1[N:13]=[CH:12][C:11]([C:14]3[CH:15]=[C:16]([C:29]4[CH:34]=[CH:33][CH:32]=[CH:31][N:30]=4)[C:17]4[S:21][C:20]([NH:22][C:23]([NH:25][CH2:26][CH3:27])=[O:24])=[N:19][C:18]=4[CH:28]=3)=[CH:10][N:9]=1)[CH2:5][CH2:4][O:3][CH2:2]2.S(=O)(=O)(O)[OH:36].C1(C)C=CC(S(O)(=O)=O)=CC=1. The catalyst is C1COCC1.O. The product is [OH:7][CH:1]1[C:6]([C:8]2[N:13]=[CH:12][C:11]([C:14]3[CH:15]=[C:16]([C:29]4[CH:34]=[CH:33][CH:32]=[CH:31][N:30]=4)[C:17]4[S:21][C:20]([NH:22][C:23]([NH:25][CH2:26][CH3:27])=[O:24])=[N:19][C:18]=4[CH:28]=3)=[CH:10][N:9]=2)([OH:36])[CH2:5][CH2:4][O:3][CH2:2]1. The yield is 0.420. (7) The reactants are CS([C:5]1[N:6]=[C:7]([S:14][C:15]2[CH:20]=[CH:19][C:18]([NH:21][C:22]([CH:24]3[CH2:26][CH2:25]3)=[O:23])=[CH:17][CH:16]=2)[C:8]2[CH2:13][O:12][CH2:11][C:9]=2[N:10]=1)(=O)=O.[CH3:27][C:28]1[CH:32]=[C:31]([NH2:33])[NH:30][N:29]=1.Cl. The yield is 0.250. The product is [CH3:27][C:28]1[CH:32]=[C:31]([NH:33][C:5]2[N:6]=[C:7]([S:14][C:15]3[CH:20]=[CH:19][C:18]([NH:21][C:22]([CH:24]4[CH2:26][CH2:25]4)=[O:23])=[CH:17][CH:16]=3)[C:8]3[CH2:13][O:12][CH2:11][C:9]=3[N:10]=2)[NH:30][N:29]=1. The catalyst is C(O)(C)C. (8) The reactants are [CH2:1]([NH:8][C:9]1[CH:14]=[CH:13][C:12]([CH2:15][C:16](Cl)=[N:17][OH:18])=[CH:11][CH:10]=1)[C:2]1[CH:7]=[CH:6][CH:5]=[CH:4][CH:3]=1.[C:20]([C:22]1[C:23]([NH2:29])=[N:24][C:25]([NH2:28])=[CH:26][CH:27]=1)#[CH:21].C(N(CC)CC)C. The catalyst is O1CCCC1. The product is [CH2:1]([NH:8][C:9]1[CH:14]=[CH:13][C:12]([CH2:15][C:16]2[CH:21]=[C:20]([C:22]3[C:23]([NH2:29])=[N:24][C:25]([NH2:28])=[CH:26][CH:27]=3)[O:18][N:17]=2)=[CH:11][CH:10]=1)[C:2]1[CH:7]=[CH:6][CH:5]=[CH:4][CH:3]=1. The yield is 0.0840.